This data is from Full USPTO retrosynthesis dataset with 1.9M reactions from patents (1976-2016). The task is: Predict the reactants needed to synthesize the given product. (1) Given the product [Br-:35].[F:17][C:13]1[CH:12]=[C:11]([C:9]([C:18]2[CH:23]=[CH:22][CH:21]=[C:20]([F:24])[CH:19]=2)([OH:10])[C:4]23[CH2:5][CH2:6][N+:1]([CH2:34][CH2:33][O:32][CH2:31][C:25]4[CH:30]=[CH:29][CH:28]=[CH:27][CH:26]=4)([CH2:2][CH2:3]2)[CH2:8][CH2:7]3)[CH:16]=[CH:15][CH:14]=1, predict the reactants needed to synthesize it. The reactants are: [N:1]12[CH2:8][CH2:7][C:4]([C:9]([C:18]3[CH:23]=[CH:22][CH:21]=[C:20]([F:24])[CH:19]=3)([C:11]3[CH:16]=[CH:15][CH:14]=[C:13]([F:17])[CH:12]=3)[OH:10])([CH2:5][CH2:6]1)[CH2:3][CH2:2]2.[C:25]1([CH2:31][O:32][CH2:33][CH2:34][Br:35])[CH:30]=[CH:29][CH:28]=[CH:27][CH:26]=1. (2) Given the product [CH2:31]([C@@:10]1([CH3:37])[CH2:9][C@H:8]([C:4]2[CH:5]=[CH:6][CH:7]=[C:2]([Cl:1])[CH:3]=2)[C@@H:13]([C:14]2[CH:19]=[CH:18][C:17]([Cl:20])=[CH:16][CH:15]=2)[N:12]([C@@H:21]([CH2:28][CH3:29])[CH2:22][O:23][CH2:24][CH:25]2[CH2:27][CH2:26]2)[C:11]1=[O:30])[CH:32]=[CH2:33], predict the reactants needed to synthesize it. The reactants are: [Cl:1][C:2]1[CH:3]=[C:4]([C@@H:8]2[C@@H:13]([C:14]3[CH:19]=[CH:18][C:17]([Cl:20])=[CH:16][CH:15]=3)[N:12]([C@@H:21]([CH2:28][CH3:29])[CH2:22][O:23][CH2:24][CH:25]3[CH2:27][CH2:26]3)[C:11](=[O:30])[CH:10]([CH3:31])[CH2:9]2)[CH:5]=[CH:6][CH:7]=1.[CH2:32](Br)[CH:33]=C.[Li+].[CH3:37][Si]([N-][Si](C)(C)C)(C)C.[NH4+].[Cl-]. (3) Given the product [CH2:18]([O:17][C:15](=[O:16])[C@@H:14]1[CH2:25][C@H:26]([O:27][C:36]2[CH:41]=[CH:40][CH:39]=[CH:38][CH:37]=2)[CH2:28][N:13]1[C:29]([O:31][C:32]([CH3:35])([CH3:34])[CH3:33])=[O:30])[C:19]1[CH:24]=[CH:23][CH:22]=[CH:21][CH:20]=1, predict the reactants needed to synthesize it. The reactants are: CCOC(/N=N/C(OCC)=O)=O.[N:13]1([C:29]([O:31][C:32]([CH3:35])([CH3:34])[CH3:33])=[O:30])[CH2:28][C@H:26]([OH:27])[CH2:25][C@H:14]1[C:15]([O:17][CH2:18][C:19]1[CH:24]=[CH:23][CH:22]=[CH:21][CH:20]=1)=[O:16].[C:36]1(P([C:36]2[CH:41]=[CH:40][CH:39]=[CH:38][CH:37]=2)[C:36]2[CH:41]=[CH:40][CH:39]=[CH:38][CH:37]=2)[CH:41]=[CH:40][CH:39]=[CH:38][CH:37]=1.C1(O)C=CC=CC=1. (4) Given the product [NH2:22][C:6]1[C:7]([Cl:21])=[C:8]([CH:16]2[O:17][CH2:18][CH2:19][O:20]2)[C:9]([O:11][C:12]([F:13])([F:15])[F:14])=[CH:10][C:5]=1[C:4]([OH:23])=[O:3], predict the reactants needed to synthesize it. The reactants are: C([O:3][C:4](=[O:23])[C:5]1[CH:10]=[C:9]([O:11][C:12]([F:15])([F:14])[F:13])[C:8]([CH:16]2[O:20][CH2:19][CH2:18][O:17]2)=[C:7]([Cl:21])[C:6]=1[NH2:22])C.NC1C(Cl)=C(C=O)C(C(F)(F)F)=CC=1C(O)=O. (5) The reactants are: C([NH:4][C:5]1[CH:10]=[C:9]([C:11]2[CH:16]=[CH:15][C:14]([Cl:17])=[C:13]([F:18])[C:12]=2[CH:19]=O)[N:8]=[C:7]([C:21]([O:23][CH3:24])=[O:22])[C:6]=1[Cl:25])(=O)C.[C:26](=O)([O-])[O-].[K+].[K+].[N+](=C(P(=O)(OC)OC)C(=O)C)=[N-].Cl. Given the product [NH2:4][C:5]1[CH:10]=[C:9]([C:11]2[CH:16]=[CH:15][C:14]([Cl:17])=[C:13]([F:18])[C:12]=2[C:19]#[CH:26])[N:8]=[C:7]([C:21]([O:23][CH3:24])=[O:22])[C:6]=1[Cl:25], predict the reactants needed to synthesize it.